From a dataset of Reaction yield outcomes from USPTO patents with 853,638 reactions. Predict the reaction yield, written as a fraction of the theoretical maximum amount of product (1.0 means a 100% yield; for example, 0.34 means a 34% yield). (1) The reactants are O[C@@H:2]([CH3:23])[C@@H:3]([N:7]([CH3:22])[C:8]([O:10][CH2:11][CH2:12][CH2:13][CH2:14][CH2:15][C:16]1[CH:21]=[CH:20][CH:19]=[CH:18][CH:17]=1)=[O:9])[C:4]([OH:6])=[O:5].CCN(CC)CC.CN(C(ON1N=NC2C=CC=CC1=2)=[N+](C)C)C.[B-](F)(F)(F)F. The catalyst is C(Cl)Cl. The product is [C:16]1([CH2:15][CH2:14][CH2:13][CH2:12][CH2:11][O:10][C:8](=[O:9])[N:7]([CH3:22])[C@H:3]2[C:4](=[O:6])[O:5][C@H:2]2[CH3:23])[CH:21]=[CH:20][CH:19]=[CH:18][CH:17]=1. The yield is 0.230. (2) The reactants are S(Cl)([Cl:3])=O.N1C2C=CC=CC=2N=N1.[Cl:14][C:15]1[CH:20]=[CH:19][CH:18]=[C:17]([Cl:21])[C:16]=1[C:22]1[C:26]([CH2:27]O)=[C:25]([CH:29]([CH3:31])[CH3:30])[O:24][N:23]=1. The catalyst is ClCCl. The product is [Cl:3][CH2:27][C:26]1[C:22]([C:16]2[C:15]([Cl:14])=[CH:20][CH:19]=[CH:18][C:17]=2[Cl:21])=[N:23][O:24][C:25]=1[CH:29]([CH3:31])[CH3:30]. The yield is 0.800. (3) The reactants are C(O[C:6]([NH:8][NH:9][C@H:10]1[CH2:15][CH2:14][C@@H:13]([C:16]2[O:20][N:19]=[C:18]([CH:21]([CH3:23])[CH3:22])[N:17]=2)[CH2:12][CH2:11]1)=O)(C)(C)C.[Cl:24][C:25]1[C:30](C=O)=[C:29](Cl)[N:28]=[CH:27][N:26]=1.C(N(C(C)C)CC)(C)C. The catalyst is O1CCCC1. The product is [Cl:24][C:25]1[N:26]=[CH:27][N:28]=[C:29]2[N:9]([C@H:10]3[CH2:11][CH2:12][C@@H:13]([C:16]4[O:20][N:19]=[C:18]([CH:21]([CH3:22])[CH3:23])[N:17]=4)[CH2:14][CH2:15]3)[N:8]=[CH:6][C:30]=12. The yield is 0.640. (4) The reactants are [F:1][C:2]1[C:3]([CH:11]=[O:12])=[CH:4][C:5]2[O:9][CH2:8][O:7][C:6]=2[CH:10]=1.[BH4-].[Na+]. The catalyst is CO.CCOC(C)=O. The product is [F:1][C:2]1[C:3]([CH2:11][OH:12])=[CH:4][C:5]2[O:9][CH2:8][O:7][C:6]=2[CH:10]=1. The yield is 0.920. (5) The product is [CH2:1]([O:8][C:9]([N:11]1[CH2:16][CH2:15][N:14]([C:17]2[O:18][C:19]3[CH:25]=[CH:24][CH:23]=[C:22]([S:37][C:36]4[C:30]5[C:31](=[CH:32][CH:27]=[CH:28][CH:29]=5)[CH:33]=[CH:34][CH:35]=4)[C:20]=3[N:21]=2)[CH2:13][CH2:12]1)=[O:10])[C:2]1[CH:7]=[CH:6][CH:5]=[CH:4][CH:3]=1. The yield is 0.930. The catalyst is C(O)(C)C.CO.C(Cl)Cl.[Cu]I. The reactants are [CH2:1]([O:8][C:9]([N:11]1[CH2:16][CH2:15][N:14]([C:17]2[O:18][C:19]3[CH:25]=[CH:24][CH:23]=[C:22](I)[C:20]=3[N:21]=2)[CH2:13][CH2:12]1)=[O:10])[C:2]1[CH:7]=[CH:6][CH:5]=[CH:4][CH:3]=1.[CH:27]1[CH:32]=[C:31]2[CH:33]=[CH:34][CH:35]=[C:36]([SH:37])[C:30]2=[CH:29][CH:28]=1.C(O)CO.C([O-])([O-])=O.[K+].[K+]. (6) The reactants are [Si]([O:8][CH2:9][C:10]1[CH:11]=[C:12]([N:16]2[C:20]([NH2:21])=[CH:19][C:18]([C:22]3[CH:27]=[CH:26][CH:25]=[CH:24][C:23]=3[F:28])=[N:17]2)[CH:13]=[CH:14][CH:15]=1)(C(C)(C)C)(C)C.[F:29][C:30]1[C:35]([F:36])=[C:34]([F:37])[CH:33]=[CH:32][C:31]=1[N:38]=[C:39]=[O:40]. No catalyst specified. The product is [F:29][C:30]1[C:35]([F:36])=[C:34]([F:37])[CH:33]=[CH:32][C:31]=1[NH:38][C:39]([NH:21][C:20]1[N:16]([C:12]2[CH:13]=[CH:14][CH:15]=[C:10]([CH2:9][OH:8])[CH:11]=2)[N:17]=[C:18]([C:22]2[CH:27]=[CH:26][CH:25]=[CH:24][C:23]=2[F:28])[CH:19]=1)=[O:40]. The yield is 0.720.